This data is from Forward reaction prediction with 1.9M reactions from USPTO patents (1976-2016). The task is: Predict the product of the given reaction. (1) Given the reactants [OH:1][CH:2]1[CH:7]2[CH2:8][CH2:9][N:4]([CH2:5][CH2:6]2)[CH2:3]1.[I:10][C:11]1[CH:16]=[CH:15][C:14](I)=[CH:13][CH:12]=1.N1C2C(=CC=C3C=2N=CC=C3)C=CC=1, predict the reaction product. The product is: [I:10][C:11]1[CH:16]=[CH:15][C:14]([O:1][CH:2]2[CH:7]3[CH2:8][CH2:9][N:4]([CH2:5][CH2:6]3)[CH2:3]2)=[CH:13][CH:12]=1. (2) The product is: [Cl:8][C:3]1[CH:4]=[CH:5][CH:6]=[CH:7][C:2]=1[C:14]#[C:13][Si:10]([CH3:12])([CH3:11])[CH3:9]. Given the reactants Br[C:2]1[CH:7]=[CH:6][CH:5]=[CH:4][C:3]=1[Cl:8].[CH3:9][Si:10]([C:13]#[CH:14])([CH3:12])[CH3:11].Cl, predict the reaction product. (3) Given the reactants [NH2:1][NH:2][C:3]([NH2:5])=[S:4].Cl.C(O[C:10](=N)[CH2:11][C:12]([O:14][CH2:15][CH3:16])=[O:13])C, predict the reaction product. The product is: [NH2:5][C:3]1[S:4][C:10]([CH2:11][C:12]([O:14][CH2:15][CH3:16])=[O:13])=[N:1][N:2]=1. (4) Given the reactants [OH:1][C:2]1[CH:11]=[CH:10][C:5]2[C:6](=[O:9])[CH2:7][O:8][C:4]=2[C:3]=1[CH2:12][N:13]1[CH2:18][CH2:17][NH:16][C:15](=[O:19])[CH2:14]1.[NH:20]1[C:28]2[C:23](=[CH:24][CH:25]=[CH:26][N:27]=2)[C:22]([CH:29]=O)=[CH:21]1.N1CCCCC1, predict the reaction product. The product is: [NH:20]1[C:28]2=[N:27][CH:26]=[CH:25][CH:24]=[C:23]2[C:22](/[CH:29]=[C:7]2\[O:8][C:4]3[C:3]([CH2:12][N:13]4[CH2:18][CH2:17][NH:16][C:15](=[O:19])[CH2:14]4)=[C:2]([OH:1])[CH:11]=[CH:10][C:5]=3[C:6]\2=[O:9])=[CH:21]1. (5) Given the reactants [CH3:1][NH:2][CH2:3][C@@H:4]([NH:12][C:13](=[O:22])[O:14][CH2:15][C:16]1[CH:21]=[CH:20][CH:19]=[CH:18][CH:17]=1)[CH2:5][C@H:6]1[CH2:11][CH2:10][CH2:9][O:8][CH2:7]1.[CH3:23][C:24]([O:27][C:28](O[C:28]([O:27][C:24]([CH3:26])([CH3:25])[CH3:23])=[O:29])=[O:29])([CH3:26])[CH3:25], predict the reaction product. The product is: [CH3:1][N:2]([C:28]([O:27][C:24]([CH3:26])([CH3:25])[CH3:23])=[O:29])[CH2:3][C@@H:4]([NH:12][C:13](=[O:22])[O:14][CH2:15][C:16]1[CH:17]=[CH:18][CH:19]=[CH:20][CH:21]=1)[CH2:5][C@H:6]1[CH2:11][CH2:10][CH2:9][O:8][CH2:7]1. (6) Given the reactants [OH-:1].[K+].[CH3:3][O:4][CH2:5][O:6][C:7]1[CH:8]=[C:9]([CH:12]=[C:13]([O:19][CH2:20][O:21][CH3:22])[C:14]=1[O:15][CH2:16][O:17][CH3:18])[CH:10]=O.[CH2:23]([OH:25])[CH3:24], predict the reaction product. The product is: [CH3:3][O:4][CH2:5][O:6][CH:7]1[C:14]([O:1][CH2:22][O:21][CH3:20])([O:15][CH2:16][O:17][CH3:18])[C:13]([O:19][CH2:20][O:21][CH3:22])=[C:12]([O:15][CH2:16][O:17][CH3:18])[C:9]([CH:10]=[CH:24][C:23]([C:13]2[CH:14]=[CH:7][CH:8]=[CH:9][CH:12]=2)=[O:25])=[C:8]1[O:6][CH2:5][O:4][CH3:3]. (7) The product is: [C:13]([O:17][C:18]([NH:20][C:21]1[CH:26]=[CH:25][C:24]([C:27]2[CH:32]=[CH:31][C:30]([Cl:33])=[CH:29][CH:28]=2)=[C:23]([CH2:34][Cl:12])[CH:22]=1)=[O:19])([CH3:16])([CH3:15])[CH3:14]. Given the reactants CCN(CC)CC.S([Cl:12])(C)(=O)=O.[C:13]([O:17][C:18]([NH:20][C:21]1[CH:26]=[CH:25][C:24]([C:27]2[CH:32]=[CH:31][C:30]([Cl:33])=[CH:29][CH:28]=2)=[C:23]([CH2:34]O)[CH:22]=1)=[O:19])([CH3:16])([CH3:15])[CH3:14], predict the reaction product.